This data is from Merck oncology drug combination screen with 23,052 pairs across 39 cell lines. The task is: Regression. Given two drug SMILES strings and cell line genomic features, predict the synergy score measuring deviation from expected non-interaction effect. (1) Synergy scores: synergy=7.60. Cell line: SKMEL30. Drug 1: C=CCn1c(=O)c2cnc(Nc3ccc(N4CCN(C)CC4)cc3)nc2n1-c1cccc(C(C)(C)O)n1. Drug 2: CS(=O)(=O)CCNCc1ccc(-c2ccc3ncnc(Nc4ccc(OCc5cccc(F)c5)c(Cl)c4)c3c2)o1. (2) Drug 1: NC(=O)c1cccc2cn(-c3ccc(C4CCCNC4)cc3)nc12. Drug 2: O=C(NOCC(O)CO)c1ccc(F)c(F)c1Nc1ccc(I)cc1F. Cell line: SKMEL30. Synergy scores: synergy=-3.42. (3) Drug 1: CN(C)C(=N)N=C(N)N. Drug 2: CCc1cnn2c(NCc3ccc[n+]([O-])c3)cc(N3CCCCC3CCO)nc12. Cell line: PA1. Synergy scores: synergy=-3.47.